From a dataset of CYP2C19 inhibition data for predicting drug metabolism from PubChem BioAssay. Regression/Classification. Given a drug SMILES string, predict its absorption, distribution, metabolism, or excretion properties. Task type varies by dataset: regression for continuous measurements (e.g., permeability, clearance, half-life) or binary classification for categorical outcomes (e.g., BBB penetration, CYP inhibition). Dataset: cyp2c19_veith. (1) The drug is Clc1ccc(N2N=C(c3cccs3)CC2c2ccco2)cc1. The result is 1 (inhibitor). (2) The drug is N#Cc1ccccc1Sc1ccccc1N. The result is 1 (inhibitor). (3) The molecule is Cc1ccccc1-c1nc(N2CCNCC2)c2ccccc2n1. The result is 0 (non-inhibitor). (4) The molecule is C/C(=N\NC(=S)Nc1ccc(F)cc1)C1CC1. The result is 1 (inhibitor). (5) The molecule is CCNc1ncc2nc(C)c(=O)n(CCc3ccccc3)c2n1. The result is 1 (inhibitor). (6) The compound is NC(N)=Nc1nc2ccc([N+](=O)[O-])cc2[nH]1. The result is 0 (non-inhibitor). (7) The drug is O=C(O)CCn1nnc(-c2cccs2)n1. The result is 0 (non-inhibitor). (8) The drug is COc1ccccc1CN1CC2(CCN(C(=O)c3cccc(F)c3)CC2)C1. The result is 0 (non-inhibitor). (9) The molecule is NCC[C@H]1CCC[C@H](CCN)N1. The result is 0 (non-inhibitor).